From a dataset of Forward reaction prediction with 1.9M reactions from USPTO patents (1976-2016). Predict the product of the given reaction. (1) The product is: [Br:54][C:55]1[CH:61]=[CH:60][C:58]([NH:59][C:24]([C:16]2[C:17]3[O:21][C:20]([CH3:22])([CH3:23])[CH2:19][C:18]=3[C:12]3[NH:11][C:10]([NH:9][C:3]4[C:4]([Cl:8])=[CH:5][CH:6]=[CH:7][C:2]=4[Cl:1])=[N:14][C:13]=3[CH:15]=2)=[O:26])=[CH:57][CH:56]=1. Given the reactants [Cl:1][C:2]1[CH:7]=[CH:6][CH:5]=[C:4]([Cl:8])[C:3]=1[NH:9][C:10]1[NH:11][C:12]2[C:18]3[CH2:19][C:20]([CH3:23])([CH3:22])[O:21][C:17]=3[C:16]([C:24]([OH:26])=O)=[CH:15][C:13]=2[N:14]=1.F[B-](F)(F)F.N1(OC(N(C)C)=[N+](C)C)C2C=CC=CC=2N=N1.CN(C=O)C.[Br:54][C:55]1[CH:61]=[CH:60][C:58]([NH2:59])=[CH:57][CH:56]=1, predict the reaction product. (2) Given the reactants OC1SC2C=[CH:9][CH:8]=[CH:7][C:5]=2[N:6]=1.C(N(C(C)C)CC)(C)C.N1CCCC1.[F:25][C:26]1[CH:31]=[CH:30][CH:29]=[CH:28][C:27]=1[C:32]1[CH:33]=[N:34][C:35]([N:38]2[C:46]3[C:41](=[CH:42][CH:43]=[C:44]([C:47]([OH:49])=O)[CH:45]=3)[C:40]([S:50]([CH3:52])=[O:51])=[CH:39]2)=[N:36][CH:37]=1, predict the reaction product. The product is: [F:25][C:26]1[CH:31]=[CH:30][CH:29]=[CH:28][C:27]=1[C:32]1[CH:37]=[N:36][C:35]([N:38]2[C:46]3[C:41](=[CH:42][CH:43]=[C:44]([C:47]([N:6]4[CH2:5][CH2:7][CH2:8][CH2:9]4)=[O:49])[CH:45]=3)[C:40]([S:50]([CH3:52])=[O:51])=[CH:39]2)=[N:34][CH:33]=1. (3) Given the reactants [CH2:1]([O:3][C:4](=[O:15])[CH2:5][NH:6][C:7]1[C:12](Br)=[N:11][C:10]([Br:14])=[CH:9][N:8]=1)[CH3:2].Cl.[CH3:17][O:18][C@H:19]1[CH2:24][CH2:23][C@H:22]([NH2:25])[CH2:21][CH2:20]1.CCN(C(C)C)C(C)C, predict the reaction product. The product is: [Br:14][C:10]1[N:11]=[C:12]([NH:25][C@H:22]2[CH2:23][CH2:24][C@H:19]([O:18][CH3:17])[CH2:20][CH2:21]2)[C:7]([NH:6][CH2:5][C:4]([O:3][CH2:1][CH3:2])=[O:15])=[N:8][CH:9]=1. (4) Given the reactants [Br:1][C:2]1[CH:7]=[C:6]([CH:8]([OH:10])[CH3:9])[CH:5]=[CH:4][N:3]=1.CC(OI1(OC(C)=O)(OC(C)=O)OC(=O)C2C=CC=CC1=2)=O, predict the reaction product. The product is: [Br:1][C:2]1[CH:7]=[C:6]([C:8](=[O:10])[CH3:9])[CH:5]=[CH:4][N:3]=1.